Task: Predict the reaction yield, written as a fraction of the theoretical maximum amount of product (1.0 means a 100% yield; for example, 0.34 means a 34% yield).. Dataset: Reaction yield outcomes from USPTO patents with 853,638 reactions The reactants are [C:1]([C:5]1[CH:10]=[CH:9][C:8]([CH2:11][CH2:12][C:13]([O:15]CC)=[O:14])=[CH:7][CH:6]=1)([CH3:4])([CH3:3])[CH3:2].[OH-].[Li+]. The catalyst is O1CCCC1. The product is [C:1]([C:5]1[CH:6]=[CH:7][C:8]([CH2:11][CH2:12][C:13]([OH:15])=[O:14])=[CH:9][CH:10]=1)([CH3:4])([CH3:2])[CH3:3]. The yield is 0.810.